Dataset: Forward reaction prediction with 1.9M reactions from USPTO patents (1976-2016). Task: Predict the product of the given reaction. (1) Given the reactants [OH:1][CH:2]1[CH2:10][CH2:9][CH:8]=[C:7]2[CH:3]1[CH2:4][O:5][C:6]2=[O:11].C(N(CC)CC)C.[CH3:19][S:20](Cl)(=[O:22])=[O:21], predict the reaction product. The product is: [CH3:19][S:20]([O:1][CH:2]1[CH2:10][CH2:9][CH:8]=[C:7]2[CH:3]1[CH2:4][O:5][C:6]2=[O:11])(=[O:22])=[O:21]. (2) The product is: [NH2:2][C@H:11]([C:10]([OH:17])=[O:16])[CH2:12][C:13]([OH:15])=[O:14]. Given the reactants [OH-].[NH4+:2].C1(=O)OC(=O)C=C1.[C:10]([OH:17])(=[O:16])/[CH:11]=[CH:12]\[C:13]([OH:15])=[O:14].N, predict the reaction product. (3) Given the reactants [CH2:1]([O:8][C:9]1[CH:18]=[C:17]2[C:12]([C:13]([OH:19])=[CH:14][CH:15]=[N:16]2)=[CH:11][C:10]=1[O:20][CH3:21])[C:2]1[CH:7]=[CH:6][CH:5]=[CH:4][CH:3]=1.C([O-])([O-])=O.[Cs+].[Cs+].[F:28][C:29]1[CH:30]=[C:31]([N+:36]([O-:38])=[O:37])[CH:32]=[CH:33][C:34]=1F, predict the reaction product. The product is: [CH2:1]([O:8][C:9]1[CH:18]=[C:17]2[C:12]([C:13]([O:19][C:34]3[CH:33]=[CH:32][C:31]([N+:36]([O-:38])=[O:37])=[CH:30][C:29]=3[F:28])=[CH:14][CH:15]=[N:16]2)=[CH:11][C:10]=1[O:20][CH3:21])[C:2]1[CH:3]=[CH:4][CH:5]=[CH:6][CH:7]=1. (4) Given the reactants [C:1]([O:5][C:6]([NH:8][C@@H:9]([C:13]([SH:16])([CH3:15])[CH3:14])[C:10]([OH:12])=O)=[O:7])([CH3:4])([CH3:3])[CH3:2].C[N+]1(C2N=C(OC)N=C(OC)N=2)CCOCC1.[Cl-].[C@H:35]1([NH:45][C:46]([C@@H:48]2[CH2:57][C:56]3[C:51](=[CH:52][C:53]([NH:58][C:59]([C:61]4[CH:70]=[CH:69][C:64]([C:65]([O:67][CH3:68])=[O:66])=[CH:63][CH:62]=4)=[O:60])=[CH:54][CH:55]=3)[CH2:50][NH:49]2)=[O:47])[C:44]2[C:39](=[CH:40][CH:41]=[CH:42][CH:43]=2)[CH2:38][CH2:37][CH2:36]1.CCN(C(C)C)C(C)C, predict the reaction product. The product is: [C:1]([O:5][C:6]([NH:8][C@@H:9]([C:13]([SH:16])([CH3:15])[CH3:14])[C:10]([N:49]1[C@H:48]([C:46](=[O:47])[NH:45][C@H:35]2[C:44]3[C:39](=[CH:40][CH:41]=[CH:42][CH:43]=3)[CH2:38][CH2:37][CH2:36]2)[CH2:57][C:56]2[C:51](=[CH:52][C:53]([NH:58][C:59]([C:61]3[CH:62]=[CH:63][C:64]([C:65]([O:67][CH3:68])=[O:66])=[CH:69][CH:70]=3)=[O:60])=[CH:54][CH:55]=2)[CH2:50]1)=[O:12])=[O:7])([CH3:2])([CH3:3])[CH3:4]. (5) Given the reactants [CH3:1][C:2]1[C:6]([C:7]2[CH:12]=[C:11]([NH2:13])[C:10]([NH2:14])=[C:9]([I:15])[CH:8]=2)=[C:5]([CH3:16])[O:4][N:3]=1.[C:17](OC)(OC)(OC)[O:18][CH3:19], predict the reaction product. The product is: [I:15][C:9]1[C:10]2[N:14]=[C:17]([O:18][CH3:19])[NH:13][C:11]=2[CH:12]=[C:7]([C:6]2[C:2]([CH3:1])=[N:3][O:4][C:5]=2[CH3:16])[CH:8]=1.